The task is: Binary classification across 12 toxicity assays.. This data is from Tox21: 12 toxicity assays (nuclear receptors and stress response pathways). (1) The compound is Cc1ccc(N)c([N+](=O)[O-])c1. It tested positive (active) for: NR-ER (Estrogen Receptor agonist activity). (2) It tested positive (active) for: NR-AR-LBD (Androgen Receptor Ligand Binding Domain agonist), NR-ER-LBD (Estrogen Receptor Ligand Binding Domain agonist), NR-PPAR-gamma (PPAR-gamma nuclear receptor agonist), SR-ATAD5 (ATAD5 genotoxicity (DNA damage)), and SR-p53 (p53 tumor suppressor activation). The compound is COc1cc(/C=C/C(=O)O[C@H]2CC[C@]34C[C@]35CC[C@]3(C)[C@@H]([C@H](C)CCC=C(C)C)CC[C@@]3(C)[C@@H]5CC[C@H]4C2(C)C)ccc1O.